From a dataset of Experimentally validated miRNA-target interactions with 360,000+ pairs, plus equal number of negative samples. Binary Classification. Given a miRNA mature sequence and a target amino acid sequence, predict their likelihood of interaction. (1) The miRNA is hsa-miR-3074-3p with sequence GAUAUCAGCUCAGUAGGCACCG. The protein sequence of the target gene is MGPISAPSCRWRIPWQGLLLTASLFTFWNPPTTAQLTIEAVPSNAAEGKEVLLLVHNLPQDPRGYNWYKGETVDANRRIIGYVISNQQITPGPAYSNRETIYPNASLLMRNVTRNDTGSYTLQVIKLNLMSEEVTGQFSVHPETPKPSISSNNSNPVEDKDAVAFTCEPETQNTTYLWWVNGQSLPVSPRLQLSNGNRTLTLLSVTRNDVGPYECEIQNPASANFSDPVTLNVLYGPDAPTISPSDTYYHAGVNLNLSCHAASNPPSQYSWSVNGTFQQYTQKLFIPNITTKNSGSYACH.... Result: 0 (no interaction). (2) The miRNA is hsa-miR-6777-3p with sequence UCCACUCUCCUGGCCCCCAG. The protein sequence of the target gene is MCEGPSRISGPIPPDPTLCPDNYRRPTSAQGRLEGNALKLDLLTSDRALDTTAPRGPCIGPGAGEILERGQRGVGDVLLQLEGISLGPGASLKRKDPKDHEKENLRRIREIQKRFREQERSREQGQPRPLKALWRSPKYDKVESRVKAQLQEPGPASGTESAHFLRAHSRCGPGLPPPHVSSPQPTPPGPEAKEPGLGVDFIRHNARAAKRAPRRHSCSLQVLAQVLEQQRQAQEHYNATQKGHVPHYLLERRDLWRREAEARKQSQPDPAMPPGHTRMPENQRLETLTKLLQSQSQLLR.... Result: 0 (no interaction). (3) The miRNA is mmu-miR-339-5p with sequence UCCCUGUCCUCCAGGAGCUCACG. The protein sequence of the target gene is MPINKSEKPESCDNVKVVVRCRPLNEREKSMCYRQAVSVDEMRGTITVHKTDSSNEPPKTFTFDTVFGPESKQLDVYNLTARPIIDSVLEGYNGTIFAYGQTGTGKTFTMEGVRAVPGLRGVIPNSFAHIFGHIAKAEGDTRFLVRVSYLEIYNEEVRDLLGKDQTQRLEVKERPDVGVYIKDLSAYVVNNADDMDRIMTLGHKNRSVGATNMNEHSSRSHAIFTITIECSEKGVDGNMHVRMGKLHLVDLAGSERQAKTGATGQRLKEATKINLSLSTLGNVISALVDGKSTHVPYRNS.... Result: 1 (interaction).